From a dataset of Forward reaction prediction with 1.9M reactions from USPTO patents (1976-2016). Predict the product of the given reaction. (1) Given the reactants [O:1]=[C:2]1[NH:7][C:6]([N:8]2[CH2:13][CH2:12][CH2:11][CH2:10][CH2:9]2)=[N:5][C:4]([C:14]2[CH:19]=[CH:18][C:17]([CH3:20])=[CH:16][CH:15]=2)=[C:3]1[CH:21]([CH2:26][CH2:27][CH3:28])[C:22]([O:24]C)=[O:23].[OH-].[Na+], predict the reaction product. The product is: [O:1]=[C:2]1[NH:7][C:6]([N:8]2[CH2:13][CH2:12][CH2:11][CH2:10][CH2:9]2)=[N:5][C:4]([C:14]2[CH:15]=[CH:16][C:17]([CH3:20])=[CH:18][CH:19]=2)=[C:3]1[CH:21]([CH2:26][CH2:27][CH3:28])[C:22]([OH:24])=[O:23]. (2) Given the reactants [O:1]([C:8]1[CH:13]=[CH:12][CH:11]=[CH:10][C:9]=1[NH:14][S:15]([C:18]1[CH:30]=[CH:29][C:21]([C:22]([NH:24][CH2:25][C:26](O)=[O:27])=[O:23])=[CH:20][CH:19]=1)(=[O:17])=[O:16])[C:2]1[CH:7]=[CH:6][CH:5]=[CH:4][CH:3]=1.[N:31]1([CH:37]2[CH2:42][CH2:41][N:40]([C:43]3[CH:48]=[CH:47][C:46]([NH2:49])=[CH:45][CH:44]=3)[CH2:39][CH2:38]2)[CH2:36][CH2:35][CH2:34][CH2:33][CH2:32]1, predict the reaction product. The product is: [N:31]1([CH:37]2[CH2:42][CH2:41][N:40]([C:43]3[CH:44]=[CH:45][C:46]([NH:49][C:26]([CH2:25][NH:24][C:22](=[O:23])[C:21]4[CH:29]=[CH:30][C:18]([S:15](=[O:16])(=[O:17])[NH:14][C:9]5[CH:10]=[CH:11][CH:12]=[CH:13][C:8]=5[O:1][C:2]5[CH:7]=[CH:6][CH:5]=[CH:4][CH:3]=5)=[CH:19][CH:20]=4)=[O:27])=[CH:47][CH:48]=3)[CH2:39][CH2:38]2)[CH2:32][CH2:33][CH2:34][CH2:35][CH2:36]1. (3) Given the reactants CO[C:3]([C:5]1[N:6]=[C:7]([C:24]#[N:25])[C:8]2[C:9](=[O:23])[N:10]([CH2:16][C:17]3[CH:22]=[CH:21][CH:20]=[CH:19][CH:18]=3)[CH:11]=[CH:12][C:13]=2[C:14]=1[OH:15])=[O:4].[NH2:26][C@@H:27]([C:29]([OH:31])=[O:30])[CH3:28].C[O-].[Na+], predict the reaction product. The product is: [CH2:16]([N:10]1[C:9](=[O:23])[C:8]2[C:7]([C:24]#[N:25])=[N:6][C:5]([C:3]([NH:26][C@H:27]([CH3:28])[C:29]([OH:31])=[O:30])=[O:4])=[C:14]([OH:15])[C:13]=2[CH:12]=[CH:11]1)[C:17]1[CH:18]=[CH:19][CH:20]=[CH:21][CH:22]=1. (4) The product is: [N:1]1[CH:6]=[CH:5][CH:4]=[CH:3][C:2]=1[C:7]1[C:11]([CH2:12][O:13][C:14]2[CH:22]=[CH:21][C:17]([C:18]([NH:26][CH2:25][C:24]([F:28])([F:27])[F:23])=[O:20])=[CH:16][N:15]=2)=[CH:10][O:9][N:8]=1. Given the reactants [N:1]1[CH:6]=[CH:5][CH:4]=[CH:3][C:2]=1[C:7]1[C:11]([CH2:12][O:13][C:14]2[CH:22]=[CH:21][C:17]([C:18]([OH:20])=O)=[CH:16][N:15]=2)=[CH:10][O:9][N:8]=1.[F:23][C:24]([F:28])([F:27])[CH2:25][NH2:26], predict the reaction product. (5) Given the reactants [OH:1][C:2]1[N:6]([C:7]2[CH:12]=[CH:11][CH:10]=[CH:9][N:8]=2)[N:5]=[C:4]([C:13]([OH:15])=O)[CH:3]=1.CN(C(ON1N=NC2C=CC(=CC1=2)Cl)=[N+](C)C)C.F[P-](F)(F)(F)(F)F.CN(C=O)C.CC1OC(=O)OC=1C[O:54][C:55](=[O:75])[C@H:56]([OH:74])[CH2:57][C@H:58]([NH2:73])[CH2:59][C:60]1[CH:65]=[CH:64][C:63]([C:66]2[CH:71]=[CH:70][CH:69]=[C:68]([Cl:72])[CH:67]=2)=[CH:62][CH:61]=1.CCN(C(C)C)C(C)C.[Li+].[OH-].O, predict the reaction product. The product is: [Cl:72][C:68]1[CH:67]=[C:66]([C:63]2[CH:62]=[CH:61][C:60]([CH2:59][C@@H:58]([NH:73][C:13]([C:4]3[CH:3]=[C:2]([OH:1])[N:6]([C:7]4[CH:12]=[CH:11][CH:10]=[CH:9][N:8]=4)[N:5]=3)=[O:15])[CH2:57][C@@H:56]([OH:74])[C:55]([OH:75])=[O:54])=[CH:65][CH:64]=2)[CH:71]=[CH:70][CH:69]=1.